This data is from NCI-60 drug combinations with 297,098 pairs across 59 cell lines. The task is: Regression. Given two drug SMILES strings and cell line genomic features, predict the synergy score measuring deviation from expected non-interaction effect. Drug 1: CS(=O)(=O)C1=CC(=C(C=C1)C(=O)NC2=CC(=C(C=C2)Cl)C3=CC=CC=N3)Cl. Drug 2: C1CNP(=O)(OC1)N(CCCl)CCCl. Cell line: HOP-92. Synergy scores: CSS=6.06, Synergy_ZIP=2.19, Synergy_Bliss=3.79, Synergy_Loewe=-5.22, Synergy_HSA=-2.50.